This data is from Full USPTO retrosynthesis dataset with 1.9M reactions from patents (1976-2016). The task is: Predict the reactants needed to synthesize the given product. Given the product [N:15]1([S:20]([C:23]2[CH:28]=[CH:27][C:26]([C:2]3[CH:7]=[CH:6][N:5]=[C:4]4[NH:8][C:9]([C:11]([F:14])([F:13])[F:12])=[CH:10][C:3]=34)=[CH:25][CH:24]=2)(=[O:21])=[O:22])[CH2:16][CH2:17][CH2:18][CH2:19]1, predict the reactants needed to synthesize it. The reactants are: Cl[C:2]1[CH:7]=[CH:6][N:5]=[C:4]2[NH:8][C:9]([C:11]([F:14])([F:13])[F:12])=[CH:10][C:3]=12.[N:15]1([S:20]([C:23]2[CH:28]=[CH:27][C:26](B(O)O)=[CH:25][CH:24]=2)(=[O:22])=[O:21])[CH2:19][CH2:18][CH2:17][CH2:16]1.C(=O)([O-])[O-].[Na+].[Na+].